This data is from NCI-60 drug combinations with 297,098 pairs across 59 cell lines. The task is: Regression. Given two drug SMILES strings and cell line genomic features, predict the synergy score measuring deviation from expected non-interaction effect. (1) Drug 1: C1CCC(CC1)NC(=O)N(CCCl)N=O. Drug 2: CCC1=C2CN3C(=CC4=C(C3=O)COC(=O)C4(CC)O)C2=NC5=C1C=C(C=C5)O. Cell line: A549. Synergy scores: CSS=30.2, Synergy_ZIP=0.908, Synergy_Bliss=4.78, Synergy_Loewe=-5.21, Synergy_HSA=6.32. (2) Drug 1: C1=CC(=CC=C1C#N)C(C2=CC=C(C=C2)C#N)N3C=NC=N3. Drug 2: C1CN1C2=NC(=NC(=N2)N3CC3)N4CC4. Cell line: T-47D. Synergy scores: CSS=22.3, Synergy_ZIP=-5.78, Synergy_Bliss=-3.14, Synergy_Loewe=-2.49, Synergy_HSA=-2.68. (3) Drug 1: C1=CC(=CC=C1CCC2=CNC3=C2C(=O)NC(=N3)N)C(=O)NC(CCC(=O)O)C(=O)O. Drug 2: CC1C(C(=O)NC(C(=O)N2CCCC2C(=O)N(CC(=O)N(C(C(=O)O1)C(C)C)C)C)C(C)C)NC(=O)C3=C4C(=C(C=C3)C)OC5=C(C(=O)C(=C(C5=N4)C(=O)NC6C(OC(=O)C(N(C(=O)CN(C(=O)C7CCCN7C(=O)C(NC6=O)C(C)C)C)C)C(C)C)C)N)C. Cell line: HOP-62. Synergy scores: CSS=28.7, Synergy_ZIP=-4.72, Synergy_Bliss=1.66, Synergy_Loewe=3.18, Synergy_HSA=3.04. (4) Drug 1: CC(C1=C(C=CC(=C1Cl)F)Cl)OC2=C(N=CC(=C2)C3=CN(N=C3)C4CCNCC4)N. Drug 2: CC1CCC2CC(C(=CC=CC=CC(CC(C(=O)C(C(C(=CC(C(=O)CC(OC(=O)C3CCCCN3C(=O)C(=O)C1(O2)O)C(C)CC4CCC(C(C4)OC)OCCO)C)C)O)OC)C)C)C)OC. Cell line: NCIH23. Synergy scores: CSS=25.7, Synergy_ZIP=-3.20, Synergy_Bliss=-0.965, Synergy_Loewe=-0.0243, Synergy_HSA=2.19. (5) Drug 1: C1=NC2=C(N=C(N=C2N1C3C(C(C(O3)CO)O)O)F)N. Drug 2: CN1C(=O)N2C=NC(=C2N=N1)C(=O)N. Cell line: CAKI-1. Synergy scores: CSS=21.1, Synergy_ZIP=-6.99, Synergy_Bliss=0.0200, Synergy_Loewe=-1.37, Synergy_HSA=-0.212. (6) Drug 1: CC12CCC3C(C1CCC2O)C(CC4=C3C=CC(=C4)O)CCCCCCCCCS(=O)CCCC(C(F)(F)F)(F)F. Drug 2: CNC(=O)C1=NC=CC(=C1)OC2=CC=C(C=C2)NC(=O)NC3=CC(=C(C=C3)Cl)C(F)(F)F. Cell line: UACC62. Synergy scores: CSS=1.05, Synergy_ZIP=-0.556, Synergy_Bliss=-0.415, Synergy_Loewe=-0.373, Synergy_HSA=-0.263. (7) Drug 1: C1=NC(=NC(=O)N1C2C(C(C(O2)CO)O)O)N. Cell line: MOLT-4. Drug 2: CS(=O)(=O)OCCCCOS(=O)(=O)C. Synergy scores: CSS=60.2, Synergy_ZIP=-1.72, Synergy_Bliss=1.03, Synergy_Loewe=-2.51, Synergy_HSA=3.36. (8) Drug 1: CC12CCC(CC1=CCC3C2CCC4(C3CC=C4C5=CN=CC=C5)C)O. Drug 2: CCN(CC)CCNC(=O)C1=C(NC(=C1C)C=C2C3=C(C=CC(=C3)F)NC2=O)C. Cell line: OVCAR-8. Synergy scores: CSS=-5.43, Synergy_ZIP=0.234, Synergy_Bliss=-1.58, Synergy_Loewe=-4.55, Synergy_HSA=-4.19. (9) Drug 1: CCCS(=O)(=O)NC1=C(C(=C(C=C1)F)C(=O)C2=CNC3=C2C=C(C=N3)C4=CC=C(C=C4)Cl)F. Drug 2: CC1=CC=C(C=C1)C2=CC(=NN2C3=CC=C(C=C3)S(=O)(=O)N)C(F)(F)F. Cell line: HOP-92. Synergy scores: CSS=7.74, Synergy_ZIP=4.93, Synergy_Bliss=5.64, Synergy_Loewe=3.43, Synergy_HSA=4.54. (10) Drug 1: CC(CN1CC(=O)NC(=O)C1)N2CC(=O)NC(=O)C2. Drug 2: CC1C(C(CC(O1)OC2CC(CC3=C2C(=C4C(=C3O)C(=O)C5=CC=CC=C5C4=O)O)(C(=O)C)O)N)O. Cell line: HCC-2998. Synergy scores: CSS=60.9, Synergy_ZIP=-6.59, Synergy_Bliss=-4.44, Synergy_Loewe=-21.8, Synergy_HSA=-3.73.